Dataset: Full USPTO retrosynthesis dataset with 1.9M reactions from patents (1976-2016). Task: Predict the reactants needed to synthesize the given product. (1) The reactants are: [Cl:1][C:2]1[N:7]=[CH:6][C:5]([C:8]2[CH:17]=[CH:16][C:11]3[N:12]=[C:13]([NH2:15])[S:14][C:10]=3[CH:9]=2)=[CH:4][C:3]=1[NH:18][CH:19]([CH3:21])[CH3:20].CN(C(ON1N=NC2C=CC=NC1=2)=[N+](C)C)C.F[P-](F)(F)(F)(F)F.C(N(C(C)C)CC)(C)C.Cl.[N:56]1[CH:61]=[CH:60][CH:59]=[CH:58][C:57]=1[CH2:62][C:63](O)=[O:64]. Given the product [Cl:1][C:2]1[N:7]=[CH:6][C:5]([C:8]2[CH:17]=[CH:16][C:11]3[N:12]=[C:13]([NH:15][C:63](=[O:64])[CH2:62][C:57]4[CH:58]=[CH:59][CH:60]=[CH:61][N:56]=4)[S:14][C:10]=3[CH:9]=2)=[CH:4][C:3]=1[NH:18][CH:19]([CH3:21])[CH3:20], predict the reactants needed to synthesize it. (2) Given the product [CH3:16][N:15]([CH3:17])[C:13]1[N:12]=[C:11]([CH3:18])[N:10]=[C:9]([NH:8][C@@H:5]2[CH2:4][CH2:3][C@H:2]([NH:1][C:31](=[O:32])[C:30]3[CH:34]=[CH:35][C:27]([F:26])=[CH:28][CH:29]=3)[CH2:7][CH2:6]2)[CH:14]=1, predict the reactants needed to synthesize it. The reactants are: [NH2:1][C@@H:2]1[CH2:7][CH2:6][C@H:5]([NH:8][C:9]2[CH:14]=[C:13]([N:15]([CH3:17])[CH3:16])[N:12]=[C:11]([CH3:18])[N:10]=2)[CH2:4][CH2:3]1.CCN(CC)CC.[F:26][C:27]1[CH:35]=[CH:34][C:30]([C:31](Cl)=[O:32])=[CH:29][CH:28]=1. (3) Given the product [CH3:26][N:2]([CH3:1])[C:3](=[O:25])[O:4][C:5]1[CH:10]=[CH:9][CH:8]=[C:7]([NH:11][C:12]([C:14]2([O:20][CH2:21][CH2:22][O:23][CH3:24])[CH2:19][CH2:18][N:17]([C:37]3[C:38]4[C:45]([CH3:46])=[CH:44][NH:43][C:39]=4[N:40]=[CH:41][N:42]=3)[CH2:16][CH2:15]2)=[O:13])[CH:6]=1, predict the reactants needed to synthesize it. The reactants are: [CH3:1][N:2]([CH3:26])[C:3](=[O:25])[O:4][C:5]1[CH:10]=[CH:9][CH:8]=[C:7]([NH:11][C:12]([C:14]2([O:20][CH2:21][CH2:22][O:23][CH3:24])[CH2:19][CH2:18][NH:17][CH2:16][CH2:15]2)=[O:13])[CH:6]=1.C(N(CC)C(C)C)(C)C.Cl[C:37]1[C:38]2[C:45]([CH3:46])=[CH:44][NH:43][C:39]=2[N:40]=[CH:41][N:42]=1. (4) Given the product [Cl:28][C:22]1[CH:23]=[C:24]([Cl:27])[CH:25]=[CH:26][C:21]=1[CH2:20][C@@H:16]([NH:15][C:13](=[O:14])[O:12][C:8]([CH3:9])([CH3:10])[CH3:11])[C:17](=[O:19])[NH:49][CH2:48][CH2:47][C:41]1[CH:42]=[CH:43][C:44]([O:45][CH3:46])=[C:39]([O:38][CH3:37])[CH:40]=1, predict the reactants needed to synthesize it. The reactants are: CN1CCOCC1.[C:8]([O:12][C:13]([NH:15][C@H:16]([CH2:20][C:21]1[CH:26]=[CH:25][C:24]([Cl:27])=[CH:23][C:22]=1[Cl:28])[C:17]([OH:19])=O)=[O:14])([CH3:11])([CH3:10])[CH3:9].ClC(OCC(C)C)=O.[CH3:37][O:38][C:39]1[CH:40]=[C:41]([CH2:47][CH2:48][NH2:49])[CH:42]=[CH:43][C:44]=1[O:45][CH3:46]. (5) The reactants are: [Cr](Cl)([O-])(=O)=O.[NH+]1C=CC=CC=1.[Cl:12][C:13]1[CH:44]=[CH:43][C:16]([CH2:17][N:18]2[C:26]3[C:21](=[CH:22][C:23]([CH2:27][OH:28])=[CH:24][CH:25]=3)[C:20]([C:29](=[O:41])[C:30]([NH:32][C:33]3[CH:38]=[CH:37][N:36]=[C:35]([O:39][CH3:40])[CH:34]=3)=[O:31])=[C:19]2[CH3:42])=[CH:15][CH:14]=1. Given the product [Cl:12][C:13]1[CH:14]=[CH:15][C:16]([CH2:17][N:18]2[C:26]3[C:21](=[CH:22][C:23]([CH:27]=[O:28])=[CH:24][CH:25]=3)[C:20]([C:29](=[O:41])[C:30]([NH:32][C:33]3[CH:38]=[CH:37][N:36]=[C:35]([O:39][CH3:40])[CH:34]=3)=[O:31])=[C:19]2[CH3:42])=[CH:43][CH:44]=1, predict the reactants needed to synthesize it. (6) Given the product [C:36]([O:40][C:41]([C:42]1[S:20][C:18]([N:16]2[CH2:15][CH2:14][N:13]([S:21]([C:24]3[CH:25]=[CH:26][C:27]([C:30]([F:31])([F:33])[F:32])=[CH:28][CH:29]=3)(=[O:22])=[O:23])[C@@H:12]([C:10](=[O:11])[NH:9][CH2:8][C:7]3[CH:6]=[CH:5][C:4]([CH:1]([CH3:3])[CH3:2])=[CH:35][CH:34]=3)[CH2:17]2)=[N:19][C:43]=1[CH3:44])=[O:47])([CH3:39])([CH3:38])[CH3:37], predict the reactants needed to synthesize it. The reactants are: [CH:1]([C:4]1[CH:35]=[CH:34][C:7]([CH2:8][NH:9][C:10]([C@H:12]2[CH2:17][N:16]([C:18](=[S:20])[NH2:19])[CH2:15][CH2:14][N:13]2[S:21]([C:24]2[CH:29]=[CH:28][C:27]([C:30]([F:33])([F:32])[F:31])=[CH:26][CH:25]=2)(=[O:23])=[O:22])=[O:11])=[CH:6][CH:5]=1)([CH3:3])[CH3:2].[C:36]([O:40][C:41](=[O:47])[CH:42](Br)[C:43](=O)[CH3:44])([CH3:39])([CH3:38])[CH3:37]. (7) Given the product [NH2:8][CH2:7][C:6]1[CH:9]=[C:2]([OH:1])[CH:3]=[CH:4][C:5]=1[I:10], predict the reactants needed to synthesize it. The reactants are: [OH:1][C:2]1[CH:3]=[CH:4][C:5]([I:10])=[C:6]([CH:9]=1)[C:7]#[N:8].B.C1COCC1.